This data is from Catalyst prediction with 721,799 reactions and 888 catalyst types from USPTO. The task is: Predict which catalyst facilitates the given reaction. (1) Reactant: Cl[C:2]#[C:3][CH2:4][O:5][C:6]1[CH:11]=[CH:10][CH:9]=[CH:8][C:7]=1[O:12][C:13]([F:16])([F:15])[F:14].[OH2:17]. Product: [F:14][C:13]([F:16])([F:15])[O:12][C:7]1[CH:8]=[CH:9][CH:10]=[C:11]2[C:6]=1[O:5][CH2:4][CH2:3][C:2]2=[O:17]. The catalyst class is: 196. (2) Reactant: Br[CH:2]([CH:16]([CH3:18])[CH3:17])[CH2:3][N-:4][C:5]1[CH:10]=[C:9]([C:11]([F:14])([F:13])[F:12])[CH:8]=[CH:7][C:6]=1[OH:15].C(=O)([O-])[O-:20].[K+].[K+].C(OCC)(=O)C.O. Product: [CH:16]([CH:2]1[C:3](=[O:20])[NH:4][C:5]2[CH:10]=[C:9]([C:11]([F:14])([F:13])[F:12])[CH:8]=[CH:7][C:6]=2[O:15]1)([CH3:18])[CH3:17]. The catalyst class is: 9. (3) Reactant: [CH3:1][C@:2]1([CH2:10][N:11]2[C:15]3[CH:16]=[C:17]([C:20]#[N:21])[CH:18]=[CH:19][C:14]=3[N:13]=[CH:12]2)[CH2:9][CH2:8][CH2:7][C@@:4]2([O:6][CH2:5]2)[CH2:3]1.C(O)(C(F)(F)F)=[O:23].C(Cl)Cl.[OH-].[Na+]. Product: [OH:6][C@@:4]1([CH2:5][OH:23])[CH2:7][CH2:8][CH2:9][C@@:2]([CH2:10][N:11]2[C:15]3[CH:16]=[C:17]([C:20]#[N:21])[CH:18]=[CH:19][C:14]=3[N:13]=[CH:12]2)([CH3:1])[CH2:3]1. The catalyst class is: 6.